From a dataset of Full USPTO retrosynthesis dataset with 1.9M reactions from patents (1976-2016). Predict the reactants needed to synthesize the given product. (1) Given the product [I-:21].[C:1]1([N+:7]2[C:8]3[N:9]=[CH:10][CH:11]=[N:12][C:13]=3[N:14]([C:15]3[CH:16]=[CH:17][CH:18]=[CH:19][CH:20]=3)[CH:23]=2)[CH:6]=[CH:5][CH:4]=[CH:3][CH:2]=1, predict the reactants needed to synthesize it. The reactants are: [C:1]1([NH:7][C:8]2[C:13]([NH:14][C:15]3[CH:20]=[CH:19][CH:18]=[CH:17][CH:16]=3)=[N:12][CH:11]=[CH:10][N:9]=2)[CH:6]=[CH:5][CH:4]=[CH:3][CH:2]=1.[I-:21].[NH4+].[CH:23](OCC)(OCC)OCC. (2) The reactants are: [Br:1][C:2]1[C:7]([OH:8])=[C:6]([N+:9]([O-])=O)[C:5]([N+:12]([O-:14])=[O:13])=[C:4]([F:15])[CH:3]=1. Given the product [NH2:9][C:6]1[C:5]([N+:12]([O-:14])=[O:13])=[C:4]([F:15])[CH:3]=[C:2]([Br:1])[C:7]=1[OH:8], predict the reactants needed to synthesize it. (3) Given the product [Cl:3][C:4]1[C:5]([NH:19][C:20]2[CH:24]=[C:23]([CH:25]3[CH2:27][CH2:26]3)[NH:22][N:21]=2)=[N:6][C:7]([C:10]2[S:11][C:12]([CH:16]([OH:18])[CH3:17])=[C:13]([CH3:15])[N:14]=2)=[N:8][CH:9]=1, predict the reactants needed to synthesize it. The reactants are: [BH4-].[Na+].[Cl:3][C:4]1[C:5]([NH:19][C:20]2[CH:24]=[C:23]([CH:25]3[CH2:27][CH2:26]3)[NH:22][N:21]=2)=[N:6][C:7]([C:10]2[S:11][C:12]([C:16](=[O:18])[CH3:17])=[C:13]([CH3:15])[N:14]=2)=[N:8][CH:9]=1. (4) Given the product [Br:32][C:18]1[N:17]=[C:16]([C:19]([F:20])([F:21])[F:22])[N:14]2[CH:15]=[C:10]([C:7]3[CH:6]=[CH:5][C:4]([O:3][C:2]([F:1])([F:23])[F:24])=[CH:9][CH:8]=3)[CH:11]=[CH:12][C:13]=12, predict the reactants needed to synthesize it. The reactants are: [F:1][C:2]([F:24])([F:23])[O:3][C:4]1[CH:9]=[CH:8][C:7]([C:10]2[CH:11]=[CH:12][C:13]3[N:14]([C:16]([C:19]([F:22])([F:21])[F:20])=[N:17][CH:18]=3)[CH:15]=2)=[CH:6][CH:5]=1.C1C(=O)N([Br:32])C(=O)C1. (5) Given the product [Br:23][C:24]1[CH:29]=[CH:28][CH:27]=[CH:26][C:25]=1[NH:30][C:31]([NH:21][C:16]1[CH:17]=[CH:18][C:19]([Cl:20])=[C:14]([S:11]([NH:10][CH:5]2[CH2:6][CH2:7][CH2:8][CH2:9]2)(=[O:13])=[O:12])[C:15]=1[OH:22])=[O:32], predict the reactants needed to synthesize it. The reactants are: NC(N)=O.[CH:5]1([NH:10][S:11]([C:14]2[C:19]([Cl:20])=[CH:18][CH:17]=[C:16]([NH2:21])[C:15]=2[OH:22])(=[O:13])=[O:12])[CH2:9][CH2:8][CH2:7][CH2:6]1.[Br:23][C:24]1[CH:29]=[CH:28][CH:27]=[CH:26][C:25]=1[N:30]=[C:31]=[O:32]. (6) Given the product [NH2:1][C:4]1[CH:21]=[CH:20][C:7]2[N:8]=[C:9]([NH:11][C:12](=[O:19])[C:13]3[CH:14]=[CH:15][N:16]=[CH:17][CH:18]=3)[S:10][C:6]=2[CH:5]=1, predict the reactants needed to synthesize it. The reactants are: [N+:1]([C:4]1[CH:21]=[CH:20][C:7]2[N:8]=[C:9]([NH:11][C:12](=[O:19])[C:13]3[CH:18]=[CH:17][N:16]=[CH:15][CH:14]=3)[S:10][C:6]=2[CH:5]=1)([O-])=O.CN(C)C=O. (7) The reactants are: [C:1]1([CH2:7][O:8][CH2:9][C:10]([OH:12])=O)[CH:6]=[CH:5][CH:4]=[CH:3][CH:2]=1.[CH:13]1([N:19]=[C:20]=NC2CCCCC2)CCCCC1.O=C1C2C=CC=CC=2C(=O)N1CCCS(OCC(C)(C)[C@@H](OCC1C=CC=CC=1)C(O)=O)(=O)=O.CNC. Given the product [CH3:13][N:19]([CH3:20])[C:10](=[O:12])[CH2:9][O:8][CH2:7][C:1]1[CH:6]=[CH:5][CH:4]=[CH:3][CH:2]=1, predict the reactants needed to synthesize it. (8) Given the product [CH3:26][N:25]([CH2:27][CH:28]1[CH2:34][CH:33]2[CH2:35][CH:30]([CH2:31][CH2:32]2)[C:29]1([C:7]1[S:6][C:5]2[CH:9]=[CH:10][C:2]([F:1])=[CH:3][C:4]=2[CH:8]=1)[OH:36])[CH3:24], predict the reactants needed to synthesize it. The reactants are: [F:1][C:2]1[CH:10]=[CH:9][C:5]2[S:6][CH:7]=[CH:8][C:4]=2[CH:3]=1.CN(CCN(C)C)C.[Li]CCCC.[CH3:24][N:25]([CH2:27][CH:28]1[CH2:34][CH:33]2[CH2:35][CH:30]([CH2:31][CH2:32]2)[C:29]1=[O:36])[CH3:26].